This data is from Forward reaction prediction with 1.9M reactions from USPTO patents (1976-2016). The task is: Predict the product of the given reaction. (1) Given the reactants [C:1]1([C:7]2[N:8]=[CH:9][C:10]([C:19]#[C:20][CH2:21][CH2:22][CH2:23][O:24]C3CCCCO3)=[N:11][C:12]=2[C:13]2[CH:18]=[CH:17][CH:16]=[CH:15][CH:14]=2)[CH:6]=[CH:5][CH:4]=[CH:3][CH:2]=1.C1(C)C=CC(S([O-])(=O)=O)=CC=1.[NH+]1C=CC=CC=1, predict the reaction product. The product is: [C:1]1([C:7]2[N:8]=[CH:9][C:10]([C:19]#[C:20][CH2:21][CH2:22][CH2:23][OH:24])=[N:11][C:12]=2[C:13]2[CH:14]=[CH:15][CH:16]=[CH:17][CH:18]=2)[CH:2]=[CH:3][CH:4]=[CH:5][CH:6]=1. (2) Given the reactants C1(C2CCCC(=O)C=2)C=CC=CC=1.NS(C1C=CC([N:24]2[C:32]3[C:27](=[CH:28][CH:29]=[C:30](C)[CH:31]=3)[C:26](C(N)=O)=[N:25]2)=CC=1)(=O)=O, predict the reaction product. The product is: [NH:24]1[C:32]2[C:27](=[CH:28][CH:29]=[CH:30][CH:31]=2)[CH:26]=[N:25]1. (3) Given the reactants [NH2:1][C@@H:2]([CH2:23][CH:24]([CH3:26])[CH3:25])[CH2:3][O:4][C:5]1[CH:6]=[CH:7][C:8]2[C:18]3[C:13](=[CH:14][N:15]=[C:16]([NH:19]C(=O)C)[CH:17]=3)[CH2:12][O:11][C:9]=2[CH:10]=1.[OH-].[Na+].[ClH:29].C(OCC)C, predict the reaction product. The product is: [ClH:29].[ClH:29].[NH2:1][C@@H:2]([CH2:23][CH:24]([CH3:26])[CH3:25])[CH2:3][O:4][C:5]1[CH:6]=[CH:7][C:8]2[C:18]3[C:13](=[CH:14][N:15]=[C:16]([NH2:19])[CH:17]=3)[CH2:12][O:11][C:9]=2[CH:10]=1. (4) The product is: [NH2:1][C:2]1[C:3]([C:30]2[CH:31]=[CH:32][C:27]([C:26]([F:37])([F:36])[F:25])=[CH:28][CH:29]=2)=[CH:4][C:5]([C:14]2([C:19]([O:21][CH2:22][CH3:23])=[O:20])[CH2:18][CH2:17][CH2:16][CH2:15]2)=[CH:6][C:7]=1[O:8][CH2:9][C:10]([F:13])([F:12])[F:11]. Given the reactants [NH2:1][C:2]1[C:7]([O:8][CH2:9][C:10]([F:13])([F:12])[F:11])=[CH:6][C:5]([C:14]2([C:19]([O:21][CH2:22][CH3:23])=[O:20])[CH2:18][CH2:17][CH2:16][CH2:15]2)=[CH:4][C:3]=1Br.[F:25][C:26]([F:37])([F:36])[C:27]1[CH:32]=[CH:31][C:30](B(O)O)=[CH:29][CH:28]=1.[F-].[Cs+].CCOC(C)=O, predict the reaction product. (5) Given the reactants Cl[C:2]1[C:7]([C:8]([O:10][CH2:11][CH3:12])=[O:9])=[CH:6][N:5]=[C:4]2[N:13]([CH2:16][CH3:17])[N:14]=[CH:15][C:3]=12.[CH:18]1([NH2:21])[CH2:20][CH2:19]1, predict the reaction product. The product is: [CH2:11]([O:10][C:8]([C:7]1[C:2]([NH:21][CH:18]2[CH2:20][CH2:19]2)=[C:3]2[CH:15]=[N:14][N:13]([CH2:16][CH3:17])[C:4]2=[N:5][CH:6]=1)=[O:9])[CH3:12]. (6) Given the reactants [O-]P([O-])([O-])=O.[K+].[K+].[K+].[CH3:9][S:10]([NH2:13])(=[O:12])=[O:11].N(CC(O)=O)C.[OH:20][C:21]1[C:26]([N:27]2[CH2:32][CH2:31][O:30][CH2:29][CH2:28]2)=[N:25][N:24]([CH2:33][CH2:34][CH:35]([CH3:37])[CH3:36])[C:23](=[O:38])[C:22]=1[C:39]1[NH:40][S:41](=[O:51])(=[O:50])[C:42]2[CH:48]=[C:47](I)[CH:46]=[CH:45][C:43]=2[N:44]=1, predict the reaction product. The product is: [OH:20][C:21]1[C:26]([N:27]2[CH2:32][CH2:31][O:30][CH2:29][CH2:28]2)=[N:25][N:24]([CH2:33][CH2:34][CH:35]([CH3:37])[CH3:36])[C:23](=[O:38])[C:22]=1[C:39]1[NH:40][S:41](=[O:51])(=[O:50])[C:42]2[CH:48]=[C:47]([NH:13][S:10]([CH3:9])(=[O:12])=[O:11])[CH:46]=[CH:45][C:43]=2[N:44]=1. (7) Given the reactants [K].[NH:2]1[CH2:6][CH2:5][CH2:4][C:3]1=[O:7].[Br:8][C:9]([CH2:11]Br)=[CH2:10], predict the reaction product. The product is: [Br:8][C:9](=[CH2:10])[CH2:11][N:2]1[CH2:6][CH2:5][CH2:4][C:3]1=[O:7].